Predict the product of the given reaction. From a dataset of Forward reaction prediction with 1.9M reactions from USPTO patents (1976-2016). Given the reactants O=[C:2]([CH2:16][CH3:17])[CH:3]([C:12](=O)[CH2:13][CH3:14])[CH2:4][C:5]([O:7][C:8]([CH3:11])([CH3:10])[CH3:9])=[O:6].O.[NH2:19][NH2:20], predict the reaction product. The product is: [CH2:13]([C:12]1[C:3]([CH2:4][C:5]([O:7][C:8]([CH3:11])([CH3:10])[CH3:9])=[O:6])=[C:2]([CH2:16][CH3:17])[NH:20][N:19]=1)[CH3:14].